Dataset: TCR-epitope binding with 47,182 pairs between 192 epitopes and 23,139 TCRs. Task: Binary Classification. Given a T-cell receptor sequence (or CDR3 region) and an epitope sequence, predict whether binding occurs between them. (1) Result: 1 (the TCR binds to the epitope). The epitope is LEPLVDLPI. The TCR CDR3 sequence is CASRWGDTEAFF. (2) The epitope is LLSAGIFGA. The TCR CDR3 sequence is CASRFLIRGNTEAFF. Result: 0 (the TCR does not bind to the epitope). (3) The epitope is YLQPRTFLL. The TCR CDR3 sequence is CASSNANTGELFF. Result: 1 (the TCR binds to the epitope). (4) The epitope is KLSYGIATV. The TCR CDR3 sequence is CASSQRSAGELFF. Result: 0 (the TCR does not bind to the epitope). (5) The epitope is SLVKPSFYV. The TCR CDR3 sequence is CASSEAVDRGNTEAFF. Result: 0 (the TCR does not bind to the epitope). (6) The epitope is ATDALMTGY. The TCR CDR3 sequence is CASSYSGTGFSSPLHF. Result: 0 (the TCR does not bind to the epitope). (7) The epitope is ALSKGVHFV. The TCR CDR3 sequence is CASSQEQDTAYEQYF. Result: 0 (the TCR does not bind to the epitope).